Dataset: Full USPTO retrosynthesis dataset with 1.9M reactions from patents (1976-2016). Task: Predict the reactants needed to synthesize the given product. (1) The reactants are: [CH3:1][O:2][C:3]1[CH:4]=[C:5]([C:9]2[C:10]([C:31]3[CH:36]=[CH:35][N:34]=[CH:33][CH:32]=3)=[N:11][N:12]3[C:17]([CH:18]4[CH2:24][CH:23]5[N:25](C(OCC)=O)[CH:20]([CH2:21][CH2:22]5)[CH2:19]4)=[CH:16][CH:15]=[N:14][C:13]=23)[CH:6]=[CH:7][CH:8]=1.I[Si](C)(C)C. Given the product [CH:20]12[NH:25][CH:23]([CH2:22][CH2:21]1)[CH2:24][CH:18]([C:17]1[N:12]3[N:11]=[C:10]([C:31]4[CH:32]=[CH:33][N:34]=[CH:35][CH:36]=4)[C:9]([C:5]4[CH:6]=[CH:7][CH:8]=[C:3]([O:2][CH3:1])[CH:4]=4)=[C:13]3[N:14]=[CH:15][CH:16]=1)[CH2:19]2, predict the reactants needed to synthesize it. (2) The reactants are: F[CH2:2][C:3]1[CH:7]=[C:6]([C:8]2[CH:13]=[CH:12][CH:11]=[CH:10][CH:9]=2)[N:5]([C:14]2[CH:19]=[CH:18][C:17]([S:20]([NH2:23])(=[O:22])=[O:21])=[CH:16][CH:15]=2)[N:4]=1.C(OCC)(=[O:26])C. Given the product [CH:2]([C:3]1[CH:7]=[C:6]([C:8]2[CH:13]=[CH:12][CH:11]=[CH:10][CH:9]=2)[N:5]([C:14]2[CH:19]=[CH:18][C:17]([S:20]([NH2:23])(=[O:22])=[O:21])=[CH:16][CH:15]=2)[N:4]=1)=[O:26], predict the reactants needed to synthesize it. (3) Given the product [Cl:36][C:37]1[CH:45]=[CH:44][C:40]([C:41]([NH:35][C:32]2[CH:31]=[CH:30][C:29]([NH:28][CH2:27][CH2:26][N:23]3[CH:24]=[CH:25][C:21]([NH:20][C:1]([C:14]4[CH:19]=[CH:18][CH:17]=[CH:16][CH:15]=4)([C:8]4[CH:9]=[CH:10][CH:11]=[CH:12][CH:13]=4)[C:2]4[CH:3]=[CH:4][CH:5]=[CH:6][CH:7]=4)=[N:22]3)=[CH:34][CH:33]=2)=[O:42])=[C:39]([N:46]([CH3:48])[CH3:47])[CH:38]=1, predict the reactants needed to synthesize it. The reactants are: [C:1]([NH:20][C:21]1[CH:25]=[CH:24][N:23]([CH2:26][CH2:27][NH:28][C:29]2[CH:34]=[CH:33][C:32]([NH2:35])=[CH:31][CH:30]=2)[N:22]=1)([C:14]1[CH:19]=[CH:18][CH:17]=[CH:16][CH:15]=1)([C:8]1[CH:13]=[CH:12][CH:11]=[CH:10][CH:9]=1)[C:2]1[CH:7]=[CH:6][CH:5]=[CH:4][CH:3]=1.[Cl:36][C:37]1[CH:45]=[CH:44][C:40]([C:41](O)=[O:42])=[C:39]([N:46]([CH3:48])[CH3:47])[CH:38]=1.ON1C2C=CC=CC=2N=N1.Cl.CN(C)CCCN=C=NCC. (4) The reactants are: [F:1][C:2]([F:17])([C:7]1[CH:15]=[CH:14][CH:13]=[C:12]2[C:8]=1[CH2:9][CH2:10][C@@H:11]2[OH:16])[C:3]([F:6])([F:5])[F:4].[CH3:18][O:19][C:20](=[O:32])[CH2:21][C@H:22]1[C:26]2[CH:27]=[CH:28][C:29](O)=[CH:30][C:25]=2[O:24][CH2:23]1. Given the product [CH3:18][O:19][C:20](=[O:32])[CH2:21][C@H:22]1[C:26]2[CH:27]=[CH:28][C:29]([O:16][C@H:11]3[C:12]4[C:8](=[C:7]([C:2]([F:17])([F:1])[C:3]([F:5])([F:4])[F:6])[CH:15]=[CH:14][CH:13]=4)[CH2:9][CH2:10]3)=[CH:30][C:25]=2[O:24][CH2:23]1, predict the reactants needed to synthesize it. (5) Given the product [Cl:12][C:4]1[N:3]=[C:2]([CH3:1])[N:7]=[C:6]([NH:18][CH:15]([CH2:16][CH3:17])[CH2:13][CH3:14])[C:5]=1[N+:9]([O-:11])=[O:10], predict the reactants needed to synthesize it. The reactants are: [CH3:1][C:2]1[N:7]=[C:6](Cl)[C:5]([N+:9]([O-:11])=[O:10])=[C:4]([Cl:12])[N:3]=1.[CH2:13]([CH:15]([NH2:18])[CH2:16][CH3:17])[CH3:14]. (6) Given the product [F:3][C:4]1[CH:5]=[C:6]([CH:14]=[C:15]([C:18]2[CH:26]=[C:25]3[C:21]([C:22]([I:1])=[N:23][NH:24]3)=[CH:20][CH:19]=2)[C:16]=1[CH3:17])[C:7]([O:9][C:10]([CH3:11])([CH3:13])[CH3:12])=[O:8], predict the reactants needed to synthesize it. The reactants are: [I:1]I.[F:3][C:4]1[CH:5]=[C:6]([CH:14]=[C:15]([C:18]2[CH:26]=[C:25]3[C:21]([CH:22]=[N:23][NH:24]3)=[CH:20][CH:19]=2)[C:16]=1[CH3:17])[C:7]([O:9][C:10]([CH3:13])([CH3:12])[CH3:11])=[O:8].S(=O)(O)[O-].[Na+].C(O)(=O)CC(CC(O)=O)(C(O)=O)O. (7) The reactants are: [CH:1]([C:3]1[CH:16]=[CH:15][C:6]([C:7]([NH:9][CH2:10][C:11]([F:14])([F:13])[F:12])=[O:8])=[C:5]([CH3:17])[CH:4]=1)=O.Cl.[OH:19][NH2:20].C([O-])(=O)C.[Na+]. Given the product [OH:19][N:20]=[CH:1][C:3]1[CH:16]=[CH:15][C:6]([C:7]([NH:9][CH2:10][C:11]([F:14])([F:13])[F:12])=[O:8])=[C:5]([CH3:17])[CH:4]=1, predict the reactants needed to synthesize it.